This data is from Forward reaction prediction with 1.9M reactions from USPTO patents (1976-2016). The task is: Predict the product of the given reaction. The product is: [F:12][C:5]1[CH:4]=[C:3]([F:13])[C:2]([NH:1][S:21]([CH3:20])(=[O:23])=[O:22])=[CH:11][C:6]=1[C:7]([O:9][CH3:10])=[O:8]. Given the reactants [NH2:1][C:2]1[C:3]([F:13])=[CH:4][C:5]([F:12])=[C:6]([CH:11]=1)[C:7]([O:9][CH3:10])=[O:8].N1C=CC=CC=1.[CH3:20][S:21](Cl)(=[O:23])=[O:22], predict the reaction product.